From a dataset of NCI-60 drug combinations with 297,098 pairs across 59 cell lines. Regression. Given two drug SMILES strings and cell line genomic features, predict the synergy score measuring deviation from expected non-interaction effect. Drug 1: CN(C)N=NC1=C(NC=N1)C(=O)N. Drug 2: CNC(=O)C1=NC=CC(=C1)OC2=CC=C(C=C2)NC(=O)NC3=CC(=C(C=C3)Cl)C(F)(F)F. Cell line: NCI-H226. Synergy scores: CSS=26.5, Synergy_ZIP=-6.41, Synergy_Bliss=-3.62, Synergy_Loewe=-29.0, Synergy_HSA=-5.29.